Dataset: Full USPTO retrosynthesis dataset with 1.9M reactions from patents (1976-2016). Task: Predict the reactants needed to synthesize the given product. (1) Given the product [Cl:1][C:2]1[CH:9]=[CH:8][C:5]([CH2:6][O:7][C:19]2[S:20][CH:21]=[C:17]([CH2:15][OH:14])[N:18]=2)=[CH:4][CH:3]=1, predict the reactants needed to synthesize it. The reactants are: [Cl:1][C:2]1[CH:9]=[CH:8][C:5]([CH2:6][OH:7])=[CH:4][CH:3]=1.[H-].[Na+].C([O:14][C:15]([C:17]1[N:18]=[C:19](Br)[S:20][CH:21]=1)=O)C.C(N(CC)CC)C.C(Cl)(=O)OCC.[BH4-].[Na+]. (2) Given the product [CH:36]1([CH:39]([N:12]([CH2:13][C:14]([O:16][C:17]([CH3:18])([CH3:19])[CH3:20])=[O:15])[S:9]([C:6]2[CH:5]=[CH:4][C:3]([C:2]([F:1])([F:21])[F:22])=[CH:8][CH:7]=2)(=[O:10])=[O:11])[C:40]#[CH:41])[CH2:38][CH2:37]1, predict the reactants needed to synthesize it. The reactants are: [F:1][C:2]([F:22])([F:21])[C:3]1[CH:8]=[CH:7][C:6]([S:9]([NH:12][CH2:13][C:14]([O:16][C:17]([CH3:20])([CH3:19])[CH3:18])=[O:15])(=[O:11])=[O:10])=[CH:5][CH:4]=1.C(P(CCCC)CCCC)CCC.[CH:36]1([CH:39](O)[C:40]#[CH:41])[CH2:38][CH2:37]1.N(C(OC(C)C)=O)=NC(OC(C)C)=O. (3) Given the product [CH3:1][C:2]1[NH:6][C:5]2[CH:7]=[C:8]([C:19]([O:21][CH3:26])=[O:20])[CH:9]=[C:10]([O:11][CH2:12][C:13]3[CH:18]=[CH:17][CH:16]=[CH:15][CH:14]=3)[C:4]=2[N:3]=1, predict the reactants needed to synthesize it. The reactants are: [CH3:1][C:2]1[NH:6][C:5]2[CH:7]=[C:8]([C:19]([OH:21])=[O:20])[CH:9]=[C:10]([O:11][CH2:12][C:13]3[CH:18]=[CH:17][CH:16]=[CH:15][CH:14]=3)[C:4]=2[N:3]=1.S(Cl)(Cl)=O.[CH3:26]O. (4) Given the product [N:1]1([NH:7][C:8]([C:10]2[CH:25]=[CH:24][C:13]3[S:14][C:15]4[CH:23]=[CH:22][CH:21]=[CH:20][C:16]=4[C:17]([C:30]4[CH:31]=[CH:32][CH:33]=[CH:34][C:29]=4[C:27]#[N:28])=[N:18][C:12]=3[CH:11]=2)=[O:9])[CH2:6][CH2:5][CH2:4][CH2:3][CH2:2]1, predict the reactants needed to synthesize it. The reactants are: [N:1]1([NH:7][C:8]([C:10]2[CH:25]=[CH:24][C:13]3[S:14][C:15]4[CH:23]=[CH:22][CH:21]=[CH:20][C:16]=4[C:17](Cl)=[N:18][C:12]=3[CH:11]=2)=[O:9])[CH2:6][CH2:5][CH2:4][CH2:3][CH2:2]1.[I-].[C:27]([C:29]1[CH:34]=[CH:33][CH:32]=[CH:31][C:30]=1[Zn+])#[N:28]. (5) Given the product [C:1]([C:5]1[CH:6]=[C:7]([CH:11]=[C:12]([C:16]#[N:17])[C:13]=1[O:14][CH3:15])[C:8]([Cl:27])=[O:9])([CH3:4])([CH3:3])[CH3:2], predict the reactants needed to synthesize it. The reactants are: [C:1]([C:5]1[CH:6]=[C:7]([CH:11]=[C:12]([C:16]#[N:17])[C:13]=1[O:14][CH3:15])[C:8](O)=[O:9])([CH3:4])([CH3:3])[CH3:2].C1(C)C=CC=CC=1.S(Cl)([Cl:27])=O. (6) Given the product [Cl:16][C:17]1[CH:25]=[CH:24][C:20]([C:21](=[O:22])[CH2:14][C:13]#[N:15])=[C:19]([F:26])[CH:18]=1, predict the reactants needed to synthesize it. The reactants are: C([Li])CCC.C(NC(C)C)(C)C.[C:13](#[N:15])[CH3:14].[Cl:16][C:17]1[CH:25]=[CH:24][C:20]([C:21]([O-])=[O:22])=[C:19]([F:26])[CH:18]=1. (7) Given the product [Cl:1][C:2]1[N:7]=[C:6]([C:21]2[CH:20]=[CH:19][CH:18]=[C:17]([C:15]#[N:16])[CH:22]=2)[CH:5]=[C:4]([C:9]2[CH:14]=[CH:13][CH:12]=[CH:11][CH:10]=2)[N:3]=1, predict the reactants needed to synthesize it. The reactants are: [Cl:1][C:2]1[N:7]=[C:6](Cl)[CH:5]=[C:4]([C:9]2[CH:14]=[CH:13][CH:12]=[CH:11][CH:10]=2)[N:3]=1.[C:15]([C:17]1[CH:18]=[C:19](B(O)O)[CH:20]=[CH:21][CH:22]=1)#[N:16]. (8) Given the product [Cl:31][C:13]1[CH:12]=[CH:11][C:10]2[C:9](=[O:32])[N:8]([C@H:6]([CH3:7])[CH2:5][OH:4])[CH:17]=[CH:16][C:15]=2[C:14]=1[C:18]([NH:19][CH2:20][C:21]1([OH:29])[CH2:22][CH2:23][C:24]2([CH2:25][CH2:26]2)[CH2:27][CH2:28]1)=[O:30], predict the reactants needed to synthesize it. The reactants are: C([O:4][CH2:5][C@H:6]([N:8]1[CH:17]=[CH:16][C:15]2[C:10](=[CH:11][CH:12]=[C:13]([Cl:31])[C:14]=2[C:18](=[O:30])[NH:19][CH2:20][C:21]2([OH:29])[CH2:28][CH2:27][C:24]3([CH2:26][CH2:25]3)[CH2:23][CH2:22]2)[C:9]1=[O:32])[CH3:7])(=O)C.C(=O)([O-])[O-].[K+].[K+].CO. (9) Given the product [CH3:1][O:2][C:3]1[C:8]([O:9][CH3:10])=[CH:7][CH:6]=[CH:5][C:4]=1[O:11][C:13]1[CH:18]=[CH:17][C:16]([F:19])=[CH:15][C:14]=1[N+:20]([O-:22])=[O:21].[CH3:23][O:24][C:25]1[C:39]([O:40][CH3:41])=[CH:38][CH:37]=[CH:36][C:26]=1[O:27][C:28]1[CH:34]=[CH:33][C:32]([F:35])=[CH:31][C:29]=1[NH:30][C:4]([NH:42][C:43]1[S:44][CH:45]=[CH:46][N:47]=1)=[O:11], predict the reactants needed to synthesize it. The reactants are: [CH3:1][O:2][C:3]1[C:8]([O:9][CH3:10])=[CH:7][CH:6]=[CH:5][C:4]=1[OH:11].F[C:13]1[CH:18]=[CH:17][C:16]([F:19])=[CH:15][C:14]=1[N+:20]([O-:22])=[O:21].[CH3:23][O:24][C:25]1[C:39]([O:40][CH3:41])=[CH:38][CH:37]=[CH:36][C:26]=1[O:27][C:28]1[CH:34]=[CH:33][C:32]([F:35])=[CH:31][C:29]=1[NH2:30].[NH2:42][C:43]1[S:44][CH:45]=[CH:46][N:47]=1.